Regression. Given a target protein amino acid sequence and a drug SMILES string, predict the binding affinity score between them. We predict pIC50 (pIC50 = -log10(IC50 in M); higher means more potent). Dataset: bindingdb_ic50. From a dataset of Drug-target binding data from BindingDB using IC50 measurements. (1) The compound is NC(=O)c1nn(CC(=O)N2[C@H](C(=O)Nc3cccc(-c4ncccc4F)c3F)C[C@H]3C[C@H]32)c2ccccc12. The target protein (P00746) has sequence MHSWERLAVLVLLGAAACAAPPRGRILGGREAEAHARPYMASVQLNGAHLCGGVLVAEQWVLSAAHCLEDAADGKVQVLLGAHSLSQPEPSKRLYDVLRAVPHPDSQPDTIDHDLLLLQLSEKATLGPAVRPLPWQRVDRDVAPGTLCDVAGWGIVNHAGRRPDSLQHVLLPVLDRATCNRRTHHDGAITERLMCAESNRRDSCKGDSGGPLVCGGVLEGVVTSGSRVCGNRKKPGIYTRVASYAAWIDSVLA. The pIC50 is 7.5. (2) The pIC50 is 6.2. The target protein (Q9Y570) has sequence MSALEKSMHLGRLPSRPPLPGSGGSQSGAKMRMGPGRKRDFSPVPWSQYFESMEDVEVENETGKDTFRVYKSGSEGPVLLLLHGGGHSALSWAVFTAAIISRVQCRIVALDLRSHGETKVKNPEDLSAETMAKDVGNVVEAMYGDLPPPIMLIGHSMGGAIAVHTASSNLVPSLLGLCMIDVVEGTAMDALNSMQNFLRGRPKTFKSLENAIEWSVKSGQIRNLESARVSMVGQVKQCEGITSPEGSKSIVEGIIEEEEEDEEGSESISKRKKEDDMETKKDHPYTWRIELAKTEKYWDGWFRGLSNLFLSCPIPKLLLLAGVDRLDKDLTIGQMQGKFQMQVLPQCGHAVHEDAPDKVAEAVATFLIRHRFAEPIGGFQCVFPGC. The small molecule is N#C/C(=C\c1cccn1S(=O)(=O)c1cccc([N+](=O)[O-])c1)S(=O)(=O)c1ccc(F)cc1. (3) The drug is Cc1nc(NC(=O)c2cc(CNC(=O)C(C)C)cnc2C(F)F)[nH]c1-c1ccc(C(F)(F)F)cc1. The target protein (A0SYQ0) has sequence MPPPVLALVSGQALPAFLLCSTLLVIKMYVVAVITGQVRLRKKAFANPEDALRHGGLQYCRSDQDVDRCLRAHRNDMETIYPFLFLGFVYSFLGPDPFIAQMHFLVFFLGRMVHTVAYLGKLRAPTRSLAYTVAQLPCASMALQIVWEAACHL. The pIC50 is 6.9. (4) The compound is CC(C)(C)NC(=O)c1cncn1C1CCN(c2ccc(-c3nnc(C(F)(F)F)o3)cc2)CC1. The target protein sequence is MSGGAAEKQSSTPGSLFLSPPAPAPKNGSSSDSSVGEKLGAAAADAVTGRTEEYRRRRHTMDKDSRGAAATTTTTEHRFFRRSVICDSNATALELPGLPLSLPQPSIPAAVPQSAPPEPHREETVTATATSQVAQQPPAAAAPGEQAVAGPAPSTVPSSTSKDRPVSQPSLVGSKEEPPPARSGSGGGSAKEPQEERSQQQDDIEELETKAVGMSNDGRFLKFDIEIGRGSFKTVYKGLDTETTVEVAWCELQDRKLTKSERQRFKEEAEMLKGLQHPNIVRFYDSWESTVKGKKCIVLVTELMTSGTLKTYLKRFKVMKIKVLRSWCRQILKGLQFLHTRTPPIIHRDLKCDNIFITGPTGSVKIGDLGLATLKRASFAKSVIGTPEFMAPEMYEEKYDESVDVYAFGMCMLEMATSEYPYSECQNAAQIYRRVTSGVKPASFDKVAIPEVKEIIEGCIRQNKDERYSIKDLLNHAFFQEETGVRVELAE. The pIC50 is 8.3.